From a dataset of Forward reaction prediction with 1.9M reactions from USPTO patents (1976-2016). Predict the product of the given reaction. (1) Given the reactants [ClH:1].[N:2]1([C:8]([C:10]2[CH:11]=[C:12]([C:16]3[CH:21]=[CH:20][C:19]([CH2:22][C@H:23]([NH:38][C:39]([C@H:41]4[CH2:46][CH2:45][C@H:44]([CH2:47][NH:48]C(=O)OC(C)(C)C)[CH2:43][CH2:42]4)=[O:40])[C:24](=[O:37])[NH:25][C:26]4[CH:31]=[CH:30][C:29]([C:32]5[N:33]=[N:34][NH:35][N:36]=5)=[CH:28][CH:27]=4)=[CH:18][CH:17]=3)[CH:13]=[CH:14][CH:15]=2)=[O:9])[CH2:7][CH2:6][O:5][CH2:4][CH2:3]1, predict the reaction product. The product is: [ClH:1].[NH2:48][CH2:47][C@H:44]1[CH2:43][CH2:42][C@H:41]([C:39]([NH:38][C@@H:23]([CH2:22][C:19]2[CH:20]=[CH:21][C:16]([C:12]3[CH:13]=[CH:14][CH:15]=[C:10]([C:8]([N:2]4[CH2:3][CH2:4][O:5][CH2:6][CH2:7]4)=[O:9])[CH:11]=3)=[CH:17][CH:18]=2)[C:24](=[O:37])[NH:25][C:26]2[CH:31]=[CH:30][C:29]([C:32]3[N:36]=[N:35][NH:34][N:33]=3)=[CH:28][CH:27]=2)=[O:40])[CH2:46][CH2:45]1. (2) Given the reactants [CH2:1]([OH:5])[C:2]#[C:3][CH3:4].[H-].[Na+].F[C:9]1[CH:14]=[CH:13][C:12]([S:15]([N:18]([CH3:26])[CH:19]([CH:23]([CH3:25])[CH3:24])[C:20]([OH:22])=[O:21])(=[O:17])=[O:16])=[CH:11][CH:10]=1.Cl, predict the reaction product. The product is: [CH2:1]([O:5][C:9]1[CH:14]=[CH:13][C:12]([S:15]([N:18]([CH3:26])[CH:19]([CH:23]([CH3:24])[CH3:25])[C:20]([OH:22])=[O:21])(=[O:17])=[O:16])=[CH:11][CH:10]=1)[C:2]#[C:3][CH3:4]. (3) Given the reactants [NH2:1][C:2]1[CH:7]=[CH:6][C:5]([C@H:8]2[N:16]3[C@@H:11]([CH2:12][CH2:13][CH2:14][CH2:15]3)[CH2:10][CH2:9]2)=[CH:4][CH:3]=1.C(N(CC)CC)C.[CH3:24][S:25](Cl)(=[O:27])=[O:26].C(=O)(O)[O-].[Na+], predict the reaction product. The product is: [CH3:24][S:25]([NH:1][C:2]1[CH:7]=[CH:6][C:5]([C@H:8]2[N:16]3[C@@H:11]([CH2:12][CH2:13][CH2:14][CH2:15]3)[CH2:10][CH2:9]2)=[CH:4][CH:3]=1)(=[O:27])=[O:26]. (4) Given the reactants [Br:1][C:2]1[CH:7]=[CH:6][C:5]([C:8]([CH3:29])([CH3:28])[CH2:9][C:10]([OH:27])([C:23]([F:26])([F:25])[F:24])[CH:11]=[N:12][C:13]2[CH:21]=[CH:20][CH:19]=[C:18]3[C:14]=2[CH2:15][C:16](=[O:22])[NH:17]3)=[C:4]([O:30]C)[CH:3]=1.B(Br)(Br)Br.C(=O)(O)[O-].[Na+], predict the reaction product. The product is: [Br:1][C:2]1[CH:7]=[C:6]2[C:5]([C:8]([CH3:29])([CH3:28])[CH2:9][C:10]([OH:27])([C:23]([F:25])([F:24])[F:26])[CH:11]2[NH:12][C:13]2[CH:21]=[CH:20][CH:19]=[C:18]3[C:14]=2[CH2:15][C:16](=[O:22])[NH:17]3)=[C:4]([OH:30])[CH:3]=1. (5) The product is: [CH3:1][O:2][C:3]1[CH:8]=[CH:7][CH:6]=[CH:5][C:4]=1[CH2:9][CH2:10][CH2:11][CH2:12][C:13]([OH:15])=[O:14]. Given the reactants [CH3:1][O:2][C:3]1[CH:8]=[CH:7][CH:6]=[CH:5][C:4]=1[CH2:9][CH2:10][CH2:11][CH2:12][C:13]([O:15]CC)=[O:14].[OH-].[Na+], predict the reaction product. (6) Given the reactants [Si:1]([O:8][CH2:9][C@@H:10]([N:15]1[CH:24]=[CH:23][C:22]2[C:17](=[CH:18][CH:19]=[CH:20][C:21]=2[N+:25]([O-])=O)[C:16]1=[O:28])[C:11]([O:13][CH3:14])=[O:12])([C:4]([CH3:7])([CH3:6])[CH3:5])([CH3:3])[CH3:2].CO, predict the reaction product. The product is: [NH2:25][C:21]1[CH:20]=[CH:19][CH:18]=[C:17]2[C:22]=1[CH:23]=[CH:24][N:15]([C@H:10]([CH2:9][O:8][Si:1]([C:4]([CH3:7])([CH3:6])[CH3:5])([CH3:3])[CH3:2])[C:11]([O:13][CH3:14])=[O:12])[C:16]2=[O:28]. (7) Given the reactants [CH2:1]([O:5][C:6]1[CH:10]=[C:9]([CH2:11][CH2:12][S:13]([NH2:16])(=[O:15])=[O:14])[N:8]([CH2:17][C:18]2[CH:23]=[CH:22][C:21]([Cl:24])=[CH:20][C:19]=2[Cl:25])[N:7]=1)[CH2:2][CH2:3][CH3:4].C(N(CC)C(C)C)(C)C.Cl[C:36]([O:38][CH2:39][C:40]([CH3:43])([CH3:42])[CH3:41])=[O:37], predict the reaction product. The product is: [CH2:1]([O:5][C:6]1[CH:10]=[C:9]([CH2:11][CH2:12][S:13]([NH:16][C:36](=[O:37])[O:38][CH2:39][C:40]([CH3:43])([CH3:42])[CH3:41])(=[O:14])=[O:15])[N:8]([CH2:17][C:18]2[CH:23]=[CH:22][C:21]([Cl:24])=[CH:20][C:19]=2[Cl:25])[N:7]=1)[CH2:2][CH2:3][CH3:4].